From a dataset of CYP2C19 inhibition data for predicting drug metabolism from PubChem BioAssay. Regression/Classification. Given a drug SMILES string, predict its absorption, distribution, metabolism, or excretion properties. Task type varies by dataset: regression for continuous measurements (e.g., permeability, clearance, half-life) or binary classification for categorical outcomes (e.g., BBB penetration, CYP inhibition). Dataset: cyp2c19_veith. (1) The molecule is CCOc1ccc(/C(O)=C2/C(=O)C(=O)N(CCCn3ccnc3)C2c2cccs2)cc1Cl. The result is 1 (inhibitor). (2) The drug is CC1CCCN(C(=O)c2sc3cc([N+](=O)[O-])ccc3c2Cl)C1. The result is 1 (inhibitor). (3) The compound is CCNc1ncc2ncc(=O)n(C[C@H]3CCCO3)c2n1. The result is 0 (non-inhibitor). (4) The drug is COc1cccc(-c2nccc(-n3ccnc3)n2)c1. The result is 1 (inhibitor). (5) The compound is Cc1ccccc1NS(=O)(=O)c1ccc2[nH]cc(C(=O)N(C)Cc3ccco3)c(=O)c2c1. The result is 1 (inhibitor). (6) The drug is Fc1ccc(-c2[nH]ncc2-c2nnnn2-c2ccccc2)c(F)c1. The result is 1 (inhibitor). (7) The drug is N[C@@H](CS(=O)O)C(=O)O. The result is 0 (non-inhibitor). (8) The molecule is Cc1c(/C=N/NC(=O)c2ccc3c(c2)OCO3)cnn1C. The result is 0 (non-inhibitor).